The task is: Predict which catalyst facilitates the given reaction.. This data is from Catalyst prediction with 721,799 reactions and 888 catalyst types from USPTO. (1) Reactant: [F:1][C:2]1[CH:3]=[C:4]([CH:7]=[CH:8][CH:9]=1)[CH2:5][NH2:6].CN(C(ON1N=NC2C=CC=NC1=2)=[N+](C)C)C.F[P-](F)(F)(F)(F)F.CCN(CC)CC.[CH3:41][C:42]1[C:51]2[C:46](=[CH:47][C:48]([C:52]([F:55])([F:54])[F:53])=[CH:49][CH:50]=2)[NH:45][C:44](=[O:56])[C:43]=1[C:57](O)=[O:58]. Product: [F:1][C:2]1[CH:3]=[C:4]([CH2:5][NH:6][C:57]([C:43]2[C:44](=[O:56])[NH:45][C:46]3[C:51]([C:42]=2[CH3:41])=[CH:50][CH:49]=[C:48]([C:52]([F:54])([F:55])[F:53])[CH:47]=3)=[O:58])[CH:7]=[CH:8][CH:9]=1. The catalyst class is: 49. (2) Product: [CH2:5]([C@@H:6]([CH2:10][CH2:11][C@H:12]([CH2:16][CH:17]1[CH2:18][CH2:19][CH2:20][CH2:21][CH2:22]1)[C:13]([OH:15])=[O:14])[C:7]([OH:9])=[O:8])[C:4]1[CH:23]=[CH:24][CH:25]=[CH:2][CH:3]=1. The catalyst class is: 515. Reactant: Cl[C:2]1[CH:3]=[C:4]([CH:23]=[CH:24][CH:25]=1)[CH2:5][C@@H:6]([CH2:10][CH2:11][C@H:12]([CH2:16][CH:17]1[CH2:22][CH2:21][CH2:20][CH2:19][CH2:18]1)[C:13]([OH:15])=[O:14])[C:7]([OH:9])=[O:8].[H][H]. (3) Reactant: [NH2:1][C@H:2]([C:5]1[N:14]([C:15]2[CH:20]=[CH:19][CH:18]=[CH:17][CH:16]=2)[C:13](=[O:21])[C:12]2[C:7](=[CH:8][CH:9]=[CH:10][C:11]=2[CH3:22])[N:6]=1)[CH2:3][CH3:4].Cl[C:24]1[N:29]=[CH:28][N:27]=[C:26]([NH2:30])[C:25]=1[C:31]1[O:32][C:33]([CH3:36])=[N:34][N:35]=1.CCN(C(C)C)C(C)C.CCOC(C)=O. Product: [NH2:30][C:26]1[N:27]=[CH:28][N:29]=[C:24]([NH:1][C@H:2]([C:5]2[N:14]([C:15]3[CH:16]=[CH:17][CH:18]=[CH:19][CH:20]=3)[C:13](=[O:21])[C:12]3[C:7](=[CH:8][CH:9]=[CH:10][C:11]=3[CH3:22])[N:6]=2)[CH2:3][CH3:4])[C:25]=1[C:31]1[O:32][C:33]([CH3:36])=[N:34][N:35]=1. The catalyst class is: 114. (4) Reactant: [F:1][C:2]1[CH:24]=[CH:23][C:5]([C:6]([C:8]2[CH:9]=[CH:10][C:11](=[O:22])[N:12]([C:16]3[CH:21]=[CH:20][CH:19]=[CH:18][CH:17]=3)[C:13]=2SC)=[O:7])=[CH:4][C:3]=1[O:25][CH3:26].[CH:27]1([CH2:30][NH2:31])[CH2:29][CH2:28]1.C(N(CC)CC)C. Product: [CH:27]1([CH2:30][NH:31][C:13]2[N:12]([C:16]3[CH:21]=[CH:20][CH:19]=[CH:18][CH:17]=3)[C:11](=[O:22])[CH:10]=[CH:9][C:8]=2[C:6](=[O:7])[C:5]2[CH:23]=[CH:24][C:2]([F:1])=[C:3]([O:25][CH3:26])[CH:4]=2)[CH2:29][CH2:28]1. The catalyst class is: 8. (5) Reactant: Cl[C:2]1[CH:7]=[N:6][C:5]([C:8]([F:11])([F:10])[F:9])=[CH:4][N:3]=1.[NH2:12][C@H:13]1[CH2:17][CH2:16][CH2:15][C@@H:14]1[NH:18][C:19](=[O:25])[O:20][C:21]([CH3:24])([CH3:23])[CH3:22].CCN(C(C)C)C(C)C. Product: [F:9][C:8]([F:11])([F:10])[C:5]1[N:6]=[CH:7][C:2]([NH:12][C@H:13]2[CH2:17][CH2:16][CH2:15][C@@H:14]2[NH:18][C:19](=[O:25])[O:20][C:21]([CH3:23])([CH3:22])[CH3:24])=[N:3][CH:4]=1. The catalyst class is: 16.